From a dataset of Catalyst prediction with 721,799 reactions and 888 catalyst types from USPTO. Predict which catalyst facilitates the given reaction. Reactant: [OH:1][C:2]1[C:11]2[C:6](=[CH:7][CH:8]=[CH:9][N:10]=2)[NH:5][C:4](=[O:12])[C:3]=1[C:13]([O:15]C)=O.[F:17][C:18]1[CH:25]=[CH:24][C:21]([CH2:22][NH2:23])=[CH:20][CH:19]=1. Product: [F:17][C:18]1[CH:25]=[CH:24][C:21]([CH2:22][NH:23][C:13]([C:3]2[C:4](=[O:12])[NH:5][C:6]3[C:11]([C:2]=2[OH:1])=[N:10][CH:9]=[CH:8][CH:7]=3)=[O:15])=[CH:20][CH:19]=1. The catalyst class is: 40.